Dataset: Full USPTO retrosynthesis dataset with 1.9M reactions from patents (1976-2016). Task: Predict the reactants needed to synthesize the given product. (1) Given the product [NH2:20][C:7]1[N:8]2[C:16]3[CH:15]=[CH:14][CH:13]=[C:12]([F:17])[C:11]=3[CH:10]=[C:9]2[C:18]2[N:19]=[C:2]([C:38]3[C:39]([N:41]([CH3:46])[S:42]([CH3:45])(=[O:44])=[O:43])=[CH:40][C:30]4[O:29][C:28]([C:25]5[CH:26]=[CH:27][C:22]([F:21])=[CH:23][CH:24]=5)=[C:32]([C:33]([NH:35][CH3:36])=[O:34])[C:31]=4[CH:37]=3)[CH:3]=[CH:4][C:5]=2[N:6]=1, predict the reactants needed to synthesize it. The reactants are: Cl[C:2]1[CH:3]=[CH:4][C:5]2[N:6]=[C:7]([NH2:20])[N:8]3[C:16]4[CH:15]=[CH:14][CH:13]=[C:12]([F:17])[C:11]=4[CH:10]=[C:9]3[C:18]=2[N:19]=1.[F:21][C:22]1[CH:27]=[CH:26][C:25]([C:28]2[O:29][C:30]3[CH:40]=[C:39]([N:41]([CH3:46])[S:42]([CH3:45])(=[O:44])=[O:43])[C:38](B4OC(C)(C)C(C)(C)O4)=[CH:37][C:31]=3[C:32]=2[C:33]([NH:35][CH3:36])=[O:34])=[CH:24][CH:23]=1. (2) Given the product [NH2:21][C:20]1[N:19]=[CH:18][N:17]=[C:16]2[N:12]([CH:10]([C:4]3[C:3]([O:23][CH3:24])=[C:2]([C:33]4[CH:34]=[N:35][N:36]([CH:38]5[CH2:39][CH2:40][N:41]([C:44]([O:46][C:47]([CH3:50])([CH3:49])[CH3:48])=[O:45])[CH2:42][CH2:43]5)[CH:37]=4)[C:7]([CH3:8])=[C:6]([Cl:9])[CH:5]=3)[CH3:11])[N:13]=[C:14]([CH3:22])[C:15]=12, predict the reactants needed to synthesize it. The reactants are: Br[C:2]1[C:3]([O:23][CH3:24])=[C:4]([CH:10]([N:12]2[C:16]3=[N:17][CH:18]=[N:19][C:20]([NH2:21])=[C:15]3[C:14]([CH3:22])=[N:13]2)[CH3:11])[CH:5]=[C:6]([Cl:9])[C:7]=1[CH3:8].CC1(C)C(C)(C)OB([C:33]2[CH:34]=[N:35][N:36]([CH:38]3[CH2:43][CH2:42][N:41]([C:44]([O:46][C:47]([CH3:50])([CH3:49])[CH3:48])=[O:45])[CH2:40][CH2:39]3)[CH:37]=2)O1.C(=O)([O-])[O-].[Na+].[Na+].ClCCl. (3) Given the product [CH:3]([C:4]1[CH:5]=[C:6]([CH:10]=[CH:11][C:12]=1[O:13][CH3:14])[C:7]([NH2:20])=[O:8])=[O:2], predict the reactants needed to synthesize it. The reactants are: C[O:2][CH:3](OC)[C:4]1[CH:5]=[C:6]([CH:10]=[CH:11][C:12]=1[O:13][CH3:14])[C:7](O)=[O:8].[Cl-].[NH4+].O.[N:20]1(O)C2C=CC=CC=2N=N1.Cl.CN(C)CCCN=C=NCC.C(N(CC)C(C)C)(C)C.Cl. (4) Given the product [Cl:33][CH2:2][C:3]1[N:7]([CH3:8])[C:6]2[CH:9]=[CH:10][CH:11]=[CH:12][C:5]=2[N:4]=1, predict the reactants needed to synthesize it. The reactants are: O[CH2:2][C:3]1[N:7]([CH3:8])[C:6]2[CH:9]=[CH:10][CH:11]=[CH:12][C:5]=2[N:4]=1.C1C=CC(P(C2C=CC=CC=2)C2C=CC=CC=2)=CC=1.C(Cl)(Cl)(Cl)[Cl:33]. (5) Given the product [C:8]([O-:9])(=[O:49])[CH2:3][CH2:4][CH2:5][CH2:23][CH2:22][CH2:21][CH2:20][CH2:19][CH2:18][CH2:17][CH2:16][CH2:15][CH2:14][CH2:13][CH2:12][CH2:11][CH3:10].[Zn+2:30].[C:8]([O-:9])(=[O:53])[CH2:3][CH2:4][CH2:5][CH2:23][CH2:22][CH2:21][CH2:20][CH2:19][CH2:18][CH2:17][CH2:16][CH2:15][CH2:14][CH2:13][CH2:12][CH2:11][CH3:10].[C:10]([OH:29])(=[O:28])[CH2:11][CH2:12][CH2:13][CH2:14][CH2:15][CH2:16][CH2:17][CH2:18][CH2:19][CH2:20][CH2:21][CH2:22][CH2:5][CH2:4][CH:3]([CH3:6])[CH3:8], predict the reactants needed to synthesize it. The reactants are: C([C:3]([CH2:8][OH:9])([CH2:6]O)[CH2:4][CH3:5])O.[C:10]([O-:29])(=[O:28])[CH2:11][CH2:12][CH2:13][CH2:14][CH2:15][CH2:16][CH2:17][CH2:18][CH2:19][CH2:20][CH2:21][CH2:22][CH2:23]CCCC.[Zn+2:30].C([O-])(=[O:49])CCCCCCCCCCCCCCCCC.[N-]=C=[O:53].C1C(CC2CCC(N=C=O)CC2)CCC(N=C=O)C1.[N-]=C=O.[N-]=C=O.C12CC(CC1)CC2.C(OCCCC)(=O)C. (6) Given the product [CH2:12]([C:9]1([S:6]([NH2:5])(=[O:8])=[O:7])[CH2:11][CH2:10]1)[CH:13]=[CH2:14], predict the reactants needed to synthesize it. The reactants are: C([NH:5][S:6]([C:9]1([CH2:12][CH:13]=[CH2:14])[CH2:11][CH2:10]1)(=[O:8])=[O:7])(C)(C)C.CC1(S(N)(=O)=O)CC1. (7) Given the product [CH2:17]([N:13]1[C:14]2[CH:1]=[CH:2][CH:3]=[CH:4][C:5]=2[S:6][C:7]2[C:12]1=[CH:11][CH:10]=[CH:9][CH:8]=2)[CH2:18][CH2:19][CH2:20][CH2:21][CH2:22][CH2:23][CH3:24], predict the reactants needed to synthesize it. The reactants are: [CH:1]1[C:14]2[NH:13][C:12]3[C:7](=[CH:8][CH:9]=[CH:10][CH:11]=3)[S:6][C:5]=2[CH:4]=[CH:3][CH:2]=1.[H-].[Na+].[CH2:17](Br)[CH2:18][CH2:19][CH2:20][CH2:21][CH2:22][CH2:23][CH3:24].